This data is from Forward reaction prediction with 1.9M reactions from USPTO patents (1976-2016). The task is: Predict the product of the given reaction. (1) Given the reactants [CH:1]1([N:6]2[C:11]3[N:12]=[C:13]([S:16][CH3:17])[N:14]=[CH:15][C:10]=3[CH:9]=[C:8]([CH2:18][O:19][CH2:20][CH3:21])[C:7]2=[O:22])[CH2:5][CH2:4][CH2:3][CH2:2]1.C1(S(N2C(C3C=CC=CC=3)O2)(=O)=[O:30])C=CC=CC=1, predict the reaction product. The product is: [CH:1]1([N:6]2[C:11]3[N:12]=[C:13]([S:16]([CH3:17])=[O:30])[N:14]=[CH:15][C:10]=3[CH:9]=[C:8]([CH2:18][O:19][CH2:20][CH3:21])[C:7]2=[O:22])[CH2:2][CH2:3][CH2:4][CH2:5]1. (2) Given the reactants [S:1]1[CH:5]=[CH:4][N:3]=[C:2]1[C:6]1([C:9]([O:11][C:12]([CH3:15])([CH3:14])[CH3:13])=[O:10])[CH2:8][CH2:7]1.[Br:16]Br, predict the reaction product. The product is: [Br:16][C:5]1[S:1][C:2]([C:6]2([C:9]([O:11][C:12]([CH3:15])([CH3:14])[CH3:13])=[O:10])[CH2:7][CH2:8]2)=[N:3][CH:4]=1. (3) Given the reactants [OH:1][C@H:2]1[CH2:7][CH2:6][C@H:5]([NH:8][C:9]2[N:14]=[C:13]([CH:15]=[O:16])[CH:12]=[C:11]([NH:17][C:18]3[S:19][C:20]4[C:25]([N:26]=3)=[CH:24][CH:23]=[CH:22][N:21]=4)[N:10]=2)[CH2:4][CH2:3]1.FC(F)(F)CNCC(F)(F)F.C(O[BH-](OC(=O)C)OC(=O)C)(=O)C.[Na+].C(=O)(O)[O-].[Na+], predict the reaction product. The product is: [OH:16][CH2:15][C:13]1[CH:12]=[C:11]([NH:17][C:18]2[S:19][C:20]3[C:25]([N:26]=2)=[CH:24][CH:23]=[CH:22][N:21]=3)[N:10]=[C:9]([NH:8][C@H:5]2[CH2:6][CH2:7][C@H:2]([OH:1])[CH2:3][CH2:4]2)[N:14]=1. (4) The product is: [Cl:22][C:4]1[N:3]=[C:2]([C:23]#[C:24][CH3:25])[C:7]([N+:8]([O-:10])=[O:9])=[C:6]([NH:11][CH2:12][C:13]2[C:18]([CH3:19])=[CH:17][CH:16]=[CH:15][C:14]=2[CH2:20][CH3:21])[CH:5]=1. Given the reactants Cl[C:2]1[C:7]([N+:8]([O-:10])=[O:9])=[C:6]([NH:11][CH2:12][C:13]2[C:18]([CH3:19])=[CH:17][CH:16]=[CH:15][C:14]=2[CH2:20][CH3:21])[CH:5]=[C:4]([Cl:22])[N:3]=1.[CH2:23]([Sn](CCCC)(CCCC)C#CC)[CH2:24][CH2:25]C, predict the reaction product.